From a dataset of NCI-60 drug combinations with 297,098 pairs across 59 cell lines. Regression. Given two drug SMILES strings and cell line genomic features, predict the synergy score measuring deviation from expected non-interaction effect. (1) Drug 1: CNC(=O)C1=CC=CC=C1SC2=CC3=C(C=C2)C(=NN3)C=CC4=CC=CC=N4. Drug 2: C(CCl)NC(=O)N(CCCl)N=O. Cell line: SF-295. Synergy scores: CSS=5.26, Synergy_ZIP=-3.53, Synergy_Bliss=-6.63, Synergy_Loewe=-8.89, Synergy_HSA=-5.49. (2) Drug 1: CC1=C2C(C(=O)C3(C(CC4C(C3C(C(C2(C)C)(CC1OC(=O)C(C(C5=CC=CC=C5)NC(=O)C6=CC=CC=C6)O)O)OC(=O)C7=CC=CC=C7)(CO4)OC(=O)C)O)C)OC(=O)C. Drug 2: C1CN(P(=O)(OC1)NCCCl)CCCl. Cell line: CAKI-1. Synergy scores: CSS=12.1, Synergy_ZIP=-4.22, Synergy_Bliss=1.23, Synergy_Loewe=-13.3, Synergy_HSA=0.812.